Dataset: Reaction yield outcomes from USPTO patents with 853,638 reactions. Task: Predict the reaction yield, written as a fraction of the theoretical maximum amount of product (1.0 means a 100% yield; for example, 0.34 means a 34% yield). (1) The reactants are N1C=CN=C1N[C:7]([C:9]1[C:17]2[N:16]=[C:15]([NH:18][C:19]([C:21]3[N:22]=[CH:23][C:24]4[C:29]([CH:30]=3)=[CH:28][CH:27]=[CH:26][CH:25]=4)=[O:20])[NH:14][C:13]=2[CH:12]=[CH:11][CH:10]=1)=[O:8].CN(C(ON1N=NC2C=CC=CC1=2)=[N+](C)C)C.F[P-](F)(F)(F)(F)F.[CH3:55][S:56]([C:59]1[CH:66]=[CH:65][C:62]([CH2:63][NH2:64])=[CH:61][CH:60]=1)(=[O:58])=[O:57]. The catalyst is CN(C=O)C.CCN(C(C)C)C(C)C. The product is [CH3:55][S:56]([C:59]1[CH:66]=[CH:65][C:62]([CH2:63][NH:64][C:7]([C:9]2[C:17]3[N:16]=[C:15]([NH:18][C:19]([C:21]4[N:22]=[CH:23][C:24]5[C:29]([CH:30]=4)=[CH:28][CH:27]=[CH:26][CH:25]=5)=[O:20])[NH:14][C:13]=3[CH:12]=[CH:11][CH:10]=2)=[O:8])=[CH:61][CH:60]=1)(=[O:57])=[O:58]. The yield is 0.330. (2) The reactants are N[C:2]1[C:7]([Cl:8])=[CH:6][C:5]([Cl:9])=[C:4]([CH3:10])[N:3]=1.[BrH:11].BrBr.N([O-])=O.[Na+].[OH-].[Na+]. The catalyst is O. The product is [Br:11][C:2]1[C:7]([Cl:8])=[CH:6][C:5]([Cl:9])=[C:4]([CH3:10])[N:3]=1. The yield is 0.450. (3) The reactants are C([O-])([O-])=O.[K+].[K+].Br[CH2:8][C:9]1[CH:14]=[CH:13][C:12]([Cl:15])=[CH:11][C:10]=1[F:16].[Br:17][C:18]1[CH:19]=[CH:20][C:21](=[O:24])[NH:22][CH:23]=1. The catalyst is C1COCC1. The product is [Cl:15][C:12]1[CH:13]=[CH:14][C:9]([CH2:8][N:22]2[CH:23]=[C:18]([Br:17])[CH:19]=[CH:20][C:21]2=[O:24])=[C:10]([F:16])[CH:11]=1. The yield is 0.790. (4) The reactants are [N:1]1[CH:6]=[C:5]([CH2:7][C:8]2[C:9](=[O:15])[NH:10][C:11](=[S:14])[NH:12][CH:13]=2)[CH:4]=[N:3][CH:2]=1.CCN(C(C)C)C(C)C.[Cl:25][C:26]1[CH:42]=[CH:41][C:29]([O:30][C:31]2[CH:38]=[CH:37][C:36]([CH2:39]Cl)=[CH:35][C:32]=2[C:33]#[N:34])=[CH:28][C:27]=1[C:43]([F:46])([F:45])[F:44]. The catalyst is C(Cl)Cl. The product is [Cl:25][C:26]1[CH:42]=[CH:41][C:29]([O:30][C:31]2[CH:38]=[CH:37][C:36]([CH2:39][S:14][C:11]3[NH:12][CH:13]=[C:8]([CH2:7][C:5]4[CH:6]=[N:1][CH:2]=[N:3][CH:4]=4)[C:9](=[O:15])[N:10]=3)=[CH:35][C:32]=2[C:33]#[N:34])=[CH:28][C:27]=1[C:43]([F:44])([F:45])[F:46]. The yield is 0.431. (5) The reactants are Cl.Cl[CH2:3][C:4]1[N:5]([CH2:18][CH:19]([CH3:21])[CH3:20])[C:6]2[C:15]3[CH:14]=[CH:13][CH:12]=[CH:11][C:10]=3[N:9]=[C:8]([NH2:16])[C:7]=2[N:17]=1.[NH:22]1[CH2:27][CH2:26][O:25][CH2:24][CH2:23]1. No catalyst specified. The product is [CH3:20][CH:19]([CH3:21])[CH2:18][N:5]1[C:6]2[C:15]3[CH:14]=[CH:13][CH:12]=[CH:11][C:10]=3[N:9]=[C:8]([NH2:16])[C:7]=2[N:17]=[C:4]1[CH2:3][N:22]1[CH2:27][CH2:26][O:25][CH2:24][CH2:23]1. The yield is 0.680. (6) The reactants are [C:1]([O:5][C:6]([NH:8][CH2:9][CH2:10][C:11]([OH:13])=O)=[O:7])([CH3:4])([CH3:3])[CH3:2].CN1CCOCC1.C(Cl)(=O)OCC(C)C.Cl.[C:30]12([CH2:40][CH2:41][NH:42][CH2:43][CH2:44][CH2:45][CH2:46][CH3:47])[CH2:39][CH:34]3[CH2:35][CH:36]([CH2:38][CH:32]([CH2:33]3)[CH2:31]1)[CH2:37]2.C(=O)([O-])O.[Na+]. The catalyst is O1CCCC1.C(OCC)(=O)C. The product is [C:30]12([CH2:40][CH2:41][N:42]([CH2:43][CH2:44][CH2:45][CH2:46][CH3:47])[C:11](=[O:13])[CH2:10][CH2:9][NH:8][C:6]([O:5][C:1]([CH3:2])([CH3:3])[CH3:4])=[O:7])[CH2:37][CH:36]3[CH2:35][CH:34]([CH2:33][CH:32]([CH2:38]3)[CH2:31]1)[CH2:39]2. The yield is 0.850. (7) The reactants are C([C@H]([C@@H](C(OC(C)C)=O)O)O)(OC(C)C)=[O:2].C(OO)(C)(C)C.[F:23][C:24]1[CH:25]=[C:26]([CH:31]=[CH:32][CH:33]=1)/[CH:27]=[CH:28]/[CH2:29][OH:30].[OH-].[Na+].[Cl-].[Na+]. The catalyst is ClCCl.CC(C)[O-].[Ti+4].CC(C)[O-].CC(C)[O-].CC(C)[O-].C(OCC)C. The product is [F:23][C:24]1[CH:25]=[C:26]([C@H:27]2[O:2][C@@H:28]2[CH2:29][OH:30])[CH:31]=[CH:32][CH:33]=1. The yield is 0.900.